Dataset: Reaction yield outcomes from USPTO patents with 853,638 reactions. Task: Predict the reaction yield, written as a fraction of the theoretical maximum amount of product (1.0 means a 100% yield; for example, 0.34 means a 34% yield). (1) The reactants are C(O)(=O)C(C)(C)C.C(=O)([O-])[O-].[K+].[K+].Br[C:15]1[CH:33]=[CH:32][C:31]([Cl:34])=[CH:30][C:16]=1[CH2:17][O:18][C:19]1[CH:28]=[C:27]2[C:22]([CH2:23][CH2:24][CH2:25][C:26]2=[O:29])=[CH:21][CH:20]=1. The catalyst is CC(N(C)C)=O.C([O-])(=O)C(C)(C)C.[Pd+2].C([O-])(=O)C(C)(C)C.FC1C=CC(P(C2C=CC(F)=CC=2)C2C=CC(F)=CC=2)=CC=1. The product is [Cl:34][C:31]1[CH:32]=[CH:33][C:15]2[C:20]3[CH:21]=[C:22]4[CH2:23][CH2:24][CH2:25][C:26](=[O:29])[C:27]4=[CH:28][C:19]=3[O:18][CH2:17][C:16]=2[CH:30]=1. The yield is 0.670. (2) The reactants are [CH2:1]([O:8][C:9]1[CH:14]=[C:13]([O:15][CH2:16][C:17]2[CH:22]=[CH:21][CH:20]=[CH:19][CH:18]=2)[C:12]([CH:23]([CH3:25])[CH3:24])=[CH:11][C:10]=1[C:26]1[O:30][N:29]=[C:28]([C:31](=[O:35])[NH:32][CH2:33][CH3:34])[C:27]=1[C:36]1[O:40][N:39]=[C:38]([C:41]([O:43]CC)=O)[CH:37]=1)[C:2]1[CH:7]=[CH:6][CH:5]=[CH:4][CH:3]=1.[NH3:46].CO.[C-]#N.[K+]. No catalyst specified. The product is [CH2:1]([O:8][C:9]1[CH:14]=[C:13]([O:15][CH2:16][C:17]2[CH:18]=[CH:19][CH:20]=[CH:21][CH:22]=2)[C:12]([CH:23]([CH3:25])[CH3:24])=[CH:11][C:10]=1[C:26]1[O:30][N:29]=[C:28]([C:31]([NH:32][CH2:33][CH3:34])=[O:35])[C:27]=1[C:36]1[O:40][N:39]=[C:38]([C:41]([NH2:46])=[O:43])[CH:37]=1)[C:2]1[CH:3]=[CH:4][CH:5]=[CH:6][CH:7]=1. The yield is 0.910. (3) The reactants are [Br:1][C:2]1[C:7]([OH:8])=[CH:6][CH:5]=[CH:4][N:3]=1.[H-].[Na+].I[CH3:12].O. The catalyst is CN(C=O)C. The product is [Br:1][C:2]1[C:7]([O:8][CH3:12])=[CH:6][CH:5]=[CH:4][N:3]=1. The yield is 0.650. (4) The reactants are Br[C:2]1[N:3]=[C:4]([CH2:7][N:8]2[CH:12]=[C:11]([C:13]([O:15][CH2:16][CH3:17])=[O:14])[CH:10]=[N:9]2)[S:5][CH:6]=1.[F:18][C:19]1[C:24]([C:25]([F:28])([F:27])[F:26])=[CH:23][CH:22]=[CH:21][C:20]=1B(O)O.C(=O)([O-])[O-].[Na+].[Na+].O. The catalyst is COCCOC.C(O)C. The product is [F:18][C:19]1[C:24]([C:25]([F:26])([F:27])[F:28])=[CH:23][CH:22]=[CH:21][C:20]=1[C:2]1[N:3]=[C:4]([CH2:7][N:8]2[CH:12]=[C:11]([C:13]([O:15][CH2:16][CH3:17])=[O:14])[CH:10]=[N:9]2)[S:5][CH:6]=1. The yield is 0.840.